From a dataset of NCI-60 drug combinations with 297,098 pairs across 59 cell lines. Regression. Given two drug SMILES strings and cell line genomic features, predict the synergy score measuring deviation from expected non-interaction effect. (1) Drug 1: CC12CCC(CC1=CCC3C2CCC4(C3CC=C4C5=CN=CC=C5)C)O. Drug 2: CN(CCCl)CCCl.Cl. Cell line: IGROV1. Synergy scores: CSS=16.9, Synergy_ZIP=-7.99, Synergy_Bliss=-4.79, Synergy_Loewe=-16.4, Synergy_HSA=-5.39. (2) Drug 1: CC1=CC2C(CCC3(C2CCC3(C(=O)C)OC(=O)C)C)C4(C1=CC(=O)CC4)C. Drug 2: CC1=C(C(=O)C2=C(C1=O)N3CC4C(C3(C2COC(=O)N)OC)N4)N. Cell line: HCC-2998. Synergy scores: CSS=19.0, Synergy_ZIP=-2.32, Synergy_Bliss=-7.33, Synergy_Loewe=-28.9, Synergy_HSA=-9.46. (3) Drug 1: CS(=O)(=O)OCCCCOS(=O)(=O)C. Drug 2: CN(C(=O)NC(C=O)C(C(C(CO)O)O)O)N=O. Cell line: OVCAR-4. Synergy scores: CSS=-0.245, Synergy_ZIP=1.53, Synergy_Bliss=1.29, Synergy_Loewe=-4.33, Synergy_HSA=-3.86. (4) Drug 1: CC(C1=C(C=CC(=C1Cl)F)Cl)OC2=C(N=CC(=C2)C3=CN(N=C3)C4CCNCC4)N. Drug 2: CCC1(CC2CC(C3=C(CCN(C2)C1)C4=CC=CC=C4N3)(C5=C(C=C6C(=C5)C78CCN9C7C(C=CC9)(C(C(C8N6C)(C(=O)OC)O)OC(=O)C)CC)OC)C(=O)OC)O.OS(=O)(=O)O. Cell line: NCI/ADR-RES. Synergy scores: CSS=5.88, Synergy_ZIP=0.212, Synergy_Bliss=3.11, Synergy_Loewe=3.83, Synergy_HSA=2.25. (5) Drug 2: COC1=C2C(=CC3=C1OC=C3)C=CC(=O)O2. Drug 1: CN(CC1=CN=C2C(=N1)C(=NC(=N2)N)N)C3=CC=C(C=C3)C(=O)NC(CCC(=O)O)C(=O)O. Synergy scores: CSS=18.8, Synergy_ZIP=-1.63, Synergy_Bliss=-6.24, Synergy_Loewe=-22.8, Synergy_HSA=-8.35. Cell line: M14.